Dataset: Catalyst prediction with 721,799 reactions and 888 catalyst types from USPTO. Task: Predict which catalyst facilitates the given reaction. (1) Reactant: C([C@](C(O)=O)(O)[C@](C(=O)C1C=CC=CC=1)(O)C(O)=O)(=O)C1C=CC=CC=1.[Cl:27][C:28]1[CH:29]=[C:30]([CH:37]([NH:40][C:41]([CH3:44])([CH3:43])[CH3:42])[CH2:38][OH:39])[CH:31]=[C:32]([C:35]#[N:36])[C:33]=1[NH2:34].[OH-].[Na+]. Product: [Cl:27][C:28]1[CH:29]=[C:30]([CH:37]([NH:40][C:41]([CH3:44])([CH3:43])[CH3:42])[CH2:38][OH:39])[CH:31]=[C:32]([C:35]#[N:36])[C:33]=1[NH2:34]. The catalyst class is: 6. (2) Reactant: Cl.CN(C)CCCN=C=NCC.[NH2:13][C:14]1[CH:19]=[CH:18][CH:17]=[C:16]([Br:20])[C:15]=1[OH:21].[N:22]1([C:28]2[N:29]=[C:30]([CH2:35][C:36]([O-])=[O:37])[NH:31][C:32](=[O:34])[CH:33]=2)[CH2:27][CH2:26][O:25][CH2:24][CH2:23]1.[Na+]. Product: [Br:20][C:16]1[C:15]([OH:21])=[C:14]([NH:13][C:36](=[O:37])[CH2:35][C:30]2[NH:31][C:32](=[O:34])[CH:33]=[C:28]([N:22]3[CH2:27][CH2:26][O:25][CH2:24][CH2:23]3)[N:29]=2)[CH:19]=[CH:18][CH:17]=1. The catalyst class is: 17.